Regression. Given a peptide amino acid sequence and an MHC pseudo amino acid sequence, predict their binding affinity value. This is MHC class II binding data. From a dataset of Peptide-MHC class II binding affinity with 134,281 pairs from IEDB. (1) The peptide sequence is AIKFDFSTGLIIQGL. The MHC is DRB1_0802 with pseudo-sequence DRB1_0802. The binding affinity (normalized) is 0.566. (2) The peptide sequence is KRWIIVGLNKIVRMY. The MHC is DRB1_0101 with pseudo-sequence DRB1_0101. The binding affinity (normalized) is 0.574. (3) The peptide sequence is KSVVVLNRKTFEREY. The MHC is DRB1_0301 with pseudo-sequence DRB1_0301. The binding affinity (normalized) is 0.756. (4) The peptide sequence is EKKYFAATQFEWLAA. The MHC is HLA-DQA10501-DQB10301 with pseudo-sequence HLA-DQA10501-DQB10301. The binding affinity (normalized) is 0.262. (5) The peptide sequence is VIGLLPQNMVLTTQG. The MHC is DRB1_1101 with pseudo-sequence DRB1_1101. The binding affinity (normalized) is 0.322. (6) The peptide sequence is ADSVKGRFTISRDNS. The MHC is DRB1_0101 with pseudo-sequence DRB1_0101. The binding affinity (normalized) is 0.291.